Task: Predict the reactants needed to synthesize the given product.. Dataset: Full USPTO retrosynthesis dataset with 1.9M reactions from patents (1976-2016) (1) Given the product [OH:13][C:10]1[CH:11]=[C:12]2[C:7]([CH:6]=[N:5][N:4]2[CH2:3][C@@H:2]([NH:1][C:21](=[O:22])[O:23][CH2:24][C:25]2[CH:30]=[CH:29][CH:28]=[CH:27][CH:26]=2)[CH3:14])=[CH:8][CH:9]=1, predict the reactants needed to synthesize it. The reactants are: [NH2:1][C@@H:2]([CH3:14])[CH2:3][N:4]1[C:12]2[C:7](=[CH:8][CH:9]=[C:10]([OH:13])[CH:11]=2)[CH:6]=[N:5]1.C(=O)(O)[O-].[Na+].Cl[C:21]([O:23][CH2:24][C:25]1[CH:30]=[CH:29][CH:28]=[CH:27][CH:26]=1)=[O:22]. (2) Given the product [O:1]1[CH2:12][CH:2]1[CH2:3][N:4]1[CH:8]=[CH:7][N:6]=[C:5]1[N+:9]([O-:11])=[O:10], predict the reactants needed to synthesize it. The reactants are: [OH:1][CH:2]([CH2:12]Cl)[CH2:3][N:4]1[CH:8]=[CH:7][N:6]=[C:5]1[N+:9]([O-:11])=[O:10].[OH-].[Na+]. (3) Given the product [F:41][C:31]1[CH:30]=[C:29]([C:27]2[O:26][N:25]=[C:24]([C:21]3[CH:20]=[CH:19][C:18]([CH2:17][N:14]4[CH2:13][CH2:12][C:11]([C:42]([N:44]5[CH2:45][CH2:46][O:47][CH2:48][CH2:49]5)=[O:43])([C:9]([OH:10])=[O:8])[CH2:16][CH2:15]4)=[CH:23][CH:22]=3)[N:28]=2)[CH:34]=[CH:33][C:32]=1[C:35]1[CH:36]=[CH:37][CH:38]=[CH:39][CH:40]=1, predict the reactants needed to synthesize it. The reactants are: C([O:8][C:9]([C:11]1([C:42]([N:44]2[CH2:49][CH2:48][O:47][CH2:46][CH2:45]2)=[O:43])[CH2:16][CH2:15][N:14]([CH2:17][C:18]2[CH:23]=[CH:22][C:21]([C:24]3[N:28]=[C:27]([C:29]4[CH:34]=[CH:33][C:32]([C:35]5[CH:40]=[CH:39][CH:38]=[CH:37][CH:36]=5)=[C:31]([F:41])[CH:30]=4)[O:26][N:25]=3)=[CH:20][CH:19]=2)[CH2:13][CH2:12]1)=[O:10])C1C=CC=CC=1. (4) Given the product [Cl:1][C:2]1[CH:27]=[CH:26][C:5]2[N:6]3[C:10]([CH2:11][N:12]([C:35]4[CH:40]=[CH:39][N:38]=[CH:37][N:36]=4)[CH2:13][C:4]=2[CH:3]=1)=[N:9][N:8]=[C:7]3[CH:14]1[CH2:15][CH2:16][N:17]([C:20]2[CH:25]=[CH:24][CH:23]=[CH:22][N:21]=2)[CH2:18][CH2:19]1, predict the reactants needed to synthesize it. The reactants are: [Cl:1][C:2]1[CH:27]=[CH:26][C:5]2[N:6]3[C:10]([CH2:11][NH:12][CH2:13][C:4]=2[CH:3]=1)=[N:9][N:8]=[C:7]3[CH:14]1[CH2:19][CH2:18][N:17]([C:20]2[CH:25]=[CH:24][CH:23]=[CH:22][N:21]=2)[CH2:16][CH2:15]1.C(=O)([O-])[O-].[K+].[K+].Cl[C:35]1[CH:40]=[CH:39][N:38]=[CH:37][N:36]=1. (5) Given the product [Cl:1][C:2]1[C:3]([N:12]2[CH2:17][CH2:16][N:15]([C:18]([O:20][C:21]([CH3:24])([CH3:23])[CH3:22])=[O:19])[CH2:14][CH2:13]2)=[N:4][CH:5]=[C:6]([C:8]2[N:9]=[C:25]([CH2:26][CH3:27])[O:11][N:10]=2)[CH:7]=1, predict the reactants needed to synthesize it. The reactants are: [Cl:1][C:2]1[C:3]([N:12]2[CH2:17][CH2:16][N:15]([C:18]([O:20][C:21]([CH3:24])([CH3:23])[CH3:22])=[O:19])[CH2:14][CH2:13]2)=[N:4][CH:5]=[C:6]([C:8]([NH:10][OH:11])=[NH:9])[CH:7]=1.[C:25](Cl)(=O)[CH2:26][CH3:27]. (6) Given the product [C:13]([O:12][C:10]([NH:5][CH2:6][C:7]([N:21]([CH2:22][C:23]([O:25][CH3:26])=[O:24])[CH2:17][CH:18]([CH3:20])[CH3:19])=[O:9])=[O:11])([CH3:16])([CH3:15])[CH3:14], predict the reactants needed to synthesize it. The reactants are: C(Cl)CCl.[NH:5]([C:10]([O:12][C:13]([CH3:16])([CH3:15])[CH3:14])=[O:11])[CH2:6][C:7]([OH:9])=O.[CH2:17]([NH:21][CH2:22][C:23]([O:25][CH3:26])=[O:24])[CH:18]([CH3:20])[CH3:19].C1C=CC2N(O)N=NC=2C=1.CCN(C(C)C)C(C)C. (7) The reactants are: [Si]([O:8][CH2:9][C@@H:10]([N:19]1[CH:24]=[CH:23][C:22]([C:25]2[CH:30]=[CH:29][N:28]=[C:27]([NH:31][CH:32]3[CH2:37][CH2:36][O:35][CH2:34][CH2:33]3)[N:26]=2)=[CH:21][C:20]1=[O:38])[C:11]1[CH:16]=[CH:15][C:14]([Cl:17])=[C:13]([F:18])[CH:12]=1)(C(C)(C)C)(C)C.[F-].C([N+](CCCC)(CCCC)CCCC)CCC. Given the product [Cl:17][C:14]1[CH:15]=[CH:16][C:11]([C@H:10]([N:19]2[CH:24]=[CH:23][C:22]([C:25]3[CH:30]=[CH:29][N:28]=[C:27]([NH:31][CH:32]4[CH2:37][CH2:36][O:35][CH2:34][CH2:33]4)[N:26]=3)=[CH:21][C:20]2=[O:38])[CH2:9][OH:8])=[CH:12][C:13]=1[F:18], predict the reactants needed to synthesize it.